Task: Binary Classification. Given a miRNA mature sequence and a target amino acid sequence, predict their likelihood of interaction.. Dataset: Experimentally validated miRNA-target interactions with 360,000+ pairs, plus equal number of negative samples (1) The protein sequence of the target gene is MPPGRWHAARSAQVSREQGCLRMVKEEEEDGYISMQTARPQTLNRPGQELFRQLFRQLRYHESSGPLETLSRLQELCRWWMRPDVLSKAQMLELLVLEQFLSILPGELRTWVQLHCPESGAEVVALLEELQRDLDGTPLKDPCLTQNPDVHWIGTSALQPAQIWSPASHLKNSSALEDHLETSHGIGICDVLAEQTDSPAVSVPDYFQLEEGIEYQEALTFQDVEVTFSQEEWGCLNSAQRNLYRDVILENYGNVVSVVGSSPKPALISWLEARKPWGVNICTVQLKRDADAAPEGGKLQ.... Result: 0 (no interaction). The miRNA is hsa-miR-492 with sequence AGGACCUGCGGGACAAGAUUCUU. (2) The miRNA is hsa-miR-5582-3p with sequence UAAAACUUUAAGUGUGCCUAGG. The protein sequence of the target gene is MSSSVEQKKGPTRQRKCGFCKSNRDKECGQLLISENQKVAAHHKCMLFSSALVSSHSDNESLGGFSIEDVQKEIKRGTKLMCSLCHCPGATIGCDVKTCHRTYHYHCALHDKAQIREKPSQGIYMVYCRKHKKTAHNSEADLEESFNEHELEPSSPKSKKKSRKGRPRKTNFKGLSEDTRSTSSHGTDEMESSSYRDRSPHRSSPSDTRPKCGFCHVGEEENEARGKLHIFNAKKAAAHYKCMLFSSGTVQLTTTSRAEFGDFDIKTVLQEIKRGKRMKCTLCSQPGATIGCEIKACVKT.... Result: 0 (no interaction). (3) The miRNA is hsa-miR-6882-3p with sequence UGCUGCCUCUCCUCUUGCCUGCAG. The protein sequence of the target gene is MMNRFRKWLYKPKRSDPQLLARFYYADEELNQVAAELDSLDGRKDPQRCTLLVSQFRSCQDNVLNIINQIMDECIPQDRAPRDFCVKFPEEIRHDNLAGQLWFGAECLAAGSIIMNRELESMAMRPLAKELTRSLEDVRGALRDQALRDLNTYTEKMREALRHFDVLFAEFELSYVSAMVPVKSPREYYVQQEVIVLFCETVERALDFGYLTQDMIDDYEPALMFSIPRLAIVCGLVVYADGPLNLDRKVEDMSELFRPFHTLLRKIRDLLQTLTEEELHTLERNLCISQDVEFPIRADV.... Result: 0 (no interaction). (4) The miRNA is hsa-miR-6515-5p with sequence UUGGAGGGUGUGGAAGACAUC. The protein sequence of the target gene is MSLVGGFPHHPVVHHEGYPFAAAAAAAAAAAASRCSHEENPYFHGWLIGHPEMSPPDYSMALSYSPEYASGAAGLDHSHYGGVPPGAGPPGLGGPRPVKRRGTANRKERRRTQSINSAFAELRECIPNVPADTKLSKIKTLRLATSYIAYLMDLLAKDDQNGEAEAFKAEIKKTDVKEEKRKKELNEILKSTVSSNDKKTKGRTGWPQHVWALELKQ. Result: 1 (interaction). (5) The miRNA is hsa-miR-5699-3p with sequence UCCUGUCUUUCCUUGUUGGAGC. The protein sequence of the target gene is MLSPQRALLCNLNHIHLQHVSLGLHLSRRPELQEGPLSTPPPPGDTGGKESRGPCSGTLVDANSNSPAVPCRCCQEHGPGLENRQDPSQEEEGAASPSDPGCSSSLSSCSDLSPDESPVSVYLRDLPGDEDAHPQPSIIPLEQGSPLASAGPGTCSPDSFCCSPDSCSGASSSPDPGLDSNCNALTTCQDVPSPGLEEEDERAEQDLPTSELLEADDGKIDAGKTEPSWKINPIWKIDTEKTKAEWKTTENNNTGWKNNGNVNSSWKSEPEKFDSGWKTNTRITDSGSKTDAGKIDGGWR.... Result: 0 (no interaction).